Dataset: Catalyst prediction with 721,799 reactions and 888 catalyst types from USPTO. Task: Predict which catalyst facilitates the given reaction. (1) Reactant: [Cl:1][C:2]1[CH:7]=[CH:6][C:5]([O:8][C:9]([F:12])([F:11])[F:10])=[C:4]([N+]([O-])=O)[CH:3]=1.Cl[C:17]1C=CC(OC(F)(F)F)=C[C:18]=1[N+:28]([O-])=O.C([Mg]Br)=C.[NH4+].[Cl-]. Product: [Cl:1][C:2]1[CH:7]=[CH:6][C:5]([O:8][C:9]([F:12])([F:11])[F:10])=[C:4]2[C:3]=1[NH:28][CH:18]=[CH:17]2. The catalyst class is: 1. (2) Reactant: [Cl:1][C:2]1[CH:3]=[CH:4][CH:5]=[C:6]2[C:10]=1[NH:9][C:8](=[O:11])[C:7]2=[O:12].[N+:13]([CH3:16])([O-:15])=[O:14]. Product: [Cl:1][C:2]1[CH:3]=[CH:4][CH:5]=[C:6]2[C:10]=1[NH:9][C:8](=[O:11])[C:7]2([OH:12])[CH2:16][N+:13]([O-:15])=[O:14]. The catalyst class is: 6. (3) Reactant: [CH:1]1[C:13]2[CH:12]([CH2:14][O:15][C:16]([NH:18][C@H:19]([CH2:46]C=C)[C:20]([O:22][C@H:23]([C:40]3[CH:45]=[CH:44][CH:43]=[CH:42][CH:41]=3)[CH2:24][NH:25][C:26]([C@@H:28]([CH2:37][CH:38]=[CH2:39])[CH2:29][C:30]([O:32][C:33]([CH3:36])([CH3:35])[CH3:34])=[O:31])=[O:27])=[O:21])=[O:17])[C:11]3[C:6](=[CH:7][CH:8]=[CH:9][CH:10]=3)[C:5]=2[CH:4]=[CH:3][CH:2]=1.CO.C(Cl)Cl. Product: [CH:10]1[C:11]2[CH:12]([CH2:14][O:15][C:16]([NH:18][C@H:19]3[C:20](=[O:21])[O:22][C@H:23]([C:40]4[CH:45]=[CH:44][CH:43]=[CH:42][CH:41]=4)[CH2:24][NH:25][C:26](=[O:27])[C@H:28]([CH2:29][C:30]([O:32][C:33]([CH3:34])([CH3:36])[CH3:35])=[O:31])[CH2:37][CH:38]=[CH:39][CH2:46]3)=[O:17])[C:13]3[C:5](=[CH:4][CH:3]=[CH:2][CH:1]=3)[C:6]=2[CH:7]=[CH:8][CH:9]=1. The catalyst class is: 2.